This data is from Full USPTO retrosynthesis dataset with 1.9M reactions from patents (1976-2016). The task is: Predict the reactants needed to synthesize the given product. (1) Given the product [ClH:33].[ClH:33].[ClH:33].[ClH:33].[CH:1]1([N:7]([CH:8]2[CH2:9][CH2:10][N:11]([CH2:14][C:15]3[CH:20]=[CH:19][N:18]=[C:17]([C:21]4[CH:22]=[C:23]([O:31][CH3:32])[C:24]([O:29][CH3:30])=[C:25]([O:27][CH3:28])[CH:26]=4)[CH:16]=3)[CH2:12][CH2:13]2)[CH2:34][C:35]2[CH:40]=[CH:39][N:38]=[C:37]([C:41]3[CH:46]=[C:45]([O:47][CH3:48])[C:44]([O:49][CH3:50])=[C:43]([O:51][CH3:52])[CH:42]=3)[CH:36]=2)[CH2:2][CH2:3][CH2:4][CH2:5][CH2:6]1, predict the reactants needed to synthesize it. The reactants are: [CH:1]1([NH:7][CH:8]2[CH2:13][CH2:12][N:11]([CH2:14][C:15]3[CH:20]=[CH:19][N:18]=[C:17]([C:21]4[CH:26]=[C:25]([O:27][CH3:28])[C:24]([O:29][CH3:30])=[C:23]([O:31][CH3:32])[CH:22]=4)[CH:16]=3)[CH2:10][CH2:9]2)[CH2:6][CH2:5][CH2:4][CH2:3][CH2:2]1.[Cl:33][CH2:34][C:35]1[CH:40]=[CH:39][N:38]=[C:37]([C:41]2[CH:46]=[C:45]([O:47][CH3:48])[C:44]([O:49][CH3:50])=[C:43]([O:51][CH3:52])[CH:42]=2)[CH:36]=1. (2) Given the product [CH3:1][O:2][C:3]1[CH:4]=[C:5]2[C:9](=[CH:10][CH:11]=1)[N:8]([C:15]1[C:16]3[CH:24]=[C:23]([CH3:25])[O:22][C:17]=3[N:18]=[C:19]([CH3:21])[N:20]=1)[CH:7]=[CH:6]2, predict the reactants needed to synthesize it. The reactants are: [CH3:1][O:2][C:3]1[CH:4]=[C:5]2[C:9](=[CH:10][CH:11]=1)[NH:8][CH:7]=[CH:6]2.[H-].[Na+].Cl[C:15]1[C:16]2[CH:24]=[C:23]([CH3:25])[O:22][C:17]=2[N:18]=[C:19]([CH3:21])[N:20]=1.Cl. (3) Given the product [Br:1][C:2]1[C:3]([CH2:4][O:5][Si:6]([C:9]([CH3:12])([CH3:11])[CH3:10])([CH3:7])[CH3:8])=[C:13]([CH:14]=[CH:15][CH:16]=1)[NH2:17], predict the reactants needed to synthesize it. The reactants are: [Br:1][C:2]1[CH:16]=[CH:15][CH:14]=[C:13]([N+:17]([O-])=O)[C:3]=1[CH2:4][O:5][Si:6]([C:9]([CH3:12])([CH3:11])[CH3:10])([CH3:8])[CH3:7].[Cl-].[NH4+].O. (4) Given the product [CH3:17][O:8][C:7]([C:5]1[S:6][C:2]([Br:1])=[CH:3][CH:4]=1)=[O:9], predict the reactants needed to synthesize it. The reactants are: [Br:1][C:2]1[S:6][C:5]([C:7]([OH:9])=[O:8])=[CH:4][CH:3]=1.S(=O)(=O)(O)O.[OH-].[Na+].[CH3:17]O.